From a dataset of Forward reaction prediction with 1.9M reactions from USPTO patents (1976-2016). Predict the product of the given reaction. (1) Given the reactants Br[C:2]1[CH:3]=[C:4]([CH:7]=[CH:8][CH:9]=1)[C:5]#[N:6].[NH:10]1[CH2:15][CH2:14][NH:13][CH2:12][CH2:11]1.CC(C)([O-])C.[Na+].C1(P(C2C=CC=CC=2)C2C=CC3C(=CC=CC=3)C=2C2C3C(=CC=CC=3)C=CC=2P(C2C=CC=CC=2)C2C=CC=CC=2)C=CC=CC=1, predict the reaction product. The product is: [C:5]([C:4]1[CH:3]=[C:2]([N:10]2[CH2:15][CH2:14][NH:13][CH2:12][CH2:11]2)[CH:9]=[CH:8][CH:7]=1)#[N:6]. (2) The product is: [NH2:1][C:4]1[CH:23]=[CH:22][CH:21]=[CH:20][C:5]=1[CH2:6][N:7]1[CH2:12][CH2:11][CH:10]([C:13]2[CH:18]=[CH:17][CH:16]=[CH:15][CH:14]=2)[O:9][C:8]1=[O:19]. Given the reactants [N+:1]([C:4]1[CH:23]=[CH:22][CH:21]=[CH:20][C:5]=1[CH2:6][N:7]1[CH2:12][CH2:11][CH:10]([C:13]2[CH:18]=[CH:17][CH:16]=[CH:15][CH:14]=2)[O:9][C:8]1=[O:19])([O-])=O.[Cl-].[NH4+].O, predict the reaction product. (3) Given the reactants [Cr:1]([O:5][Cr:6]([O-:9])(=[O:8])=[O:7])([O-:4])(=[O:3])=[O:2].[NH4+:10].[NH4+].[Cr](O[Cr]([O-])(=O)=O)([O-])(=O)=O.[Na+:21].[Na+].[Cl-:23].[NH4+].S([O-])([O-])(=O)=O.[NH4+].[NH4+], predict the reaction product. The product is: [Cr:1]([O:5][Cr:6]([O-:9])(=[O:8])=[O:7])([O-:4])(=[O:3])=[O:2].[NH4+:10].[NH4+:10].[Cl-:23].[Na+:21]. (4) Given the reactants [C:1]([O:5][C:6]([N:8]1[CH2:20][C@@H:19]([CH3:21])[N:18]2[C:10](=[CH:11][C:12]3[C:17]2=[N:16][C:15]([Cl:22])=[C:14]([CH3:23])[CH:13]=3)[CH2:9]1)=[O:7])([CH3:4])([CH3:3])[CH3:2].C([BH3-])#N.[Na+], predict the reaction product. The product is: [C:1]([O:5][C:6]([N:8]1[CH2:20][C@@H:19]([CH3:21])[N:18]2[C@H:10]([CH2:11][C:12]3[C:17]2=[N:16][C:15]([Cl:22])=[C:14]([CH3:23])[CH:13]=3)[CH2:9]1)=[O:7])([CH3:3])([CH3:4])[CH3:2].